Predict which catalyst facilitates the given reaction. From a dataset of Catalyst prediction with 721,799 reactions and 888 catalyst types from USPTO. (1) Reactant: [CH:1]1[CH2:6]C[CH2:4][CH2:3][CH:2]=1.C#CCCC.C([Zn]CC)C.[Cl:17][C:18]1[CH:19]=[C:20]2[C:25](=[CH:26][CH:27]=1)[C@@:24]1([CH2:33][O:32][C:31]3[CH:34]=[CH:35][C:36]([C:38]([O:40][CH3:41])=[O:39])=[CH:37][C:30]=3[N:29]([CH2:42][C@@H:43]3[CH2:46][CH2:45][C@H:44]3[CH:47]=[O:48])[CH2:28]1)[CH2:23][CH2:22][CH2:21]2. Product: [Cl:17][C:18]1[CH:19]=[C:20]2[C:25](=[CH:26][CH:27]=1)[C@@:24]1([CH2:33][O:32][C:31]3[CH:34]=[CH:35][C:36]([C:38]([O:40][CH3:41])=[O:39])=[CH:37][C:30]=3[N:29]([CH2:42][C@@H:43]3[CH2:46][CH2:45][C@H:44]3[C@@H:47]([OH:48])/[CH:6]=[CH:1]/[CH2:2][CH2:3][CH3:4])[CH2:28]1)[CH2:23][CH2:22][CH2:21]2. The catalyst class is: 11. (2) The catalyst class is: 1. Product: [F:20][C:21]([F:40])([F:39])[S:22]([O:19][C:16]1[CH2:15][CH2:14][O:13][CH2:18][CH:17]=1)(=[O:24])=[O:23]. Reactant: C(NC(C)C)(C)C.C([Li])CCC.[O:13]1[CH2:18][CH2:17][C:16](=[O:19])[CH2:15][CH2:14]1.[F:20][C:21]([F:40])([F:39])[S:22](N(C1C=CC=CC=1)[S:22]([C:21]([F:40])([F:39])[F:20])(=[O:24])=[O:23])(=[O:24])=[O:23].